This data is from Peptide-MHC class I binding affinity with 185,985 pairs from IEDB/IMGT. The task is: Regression. Given a peptide amino acid sequence and an MHC pseudo amino acid sequence, predict their binding affinity value. This is MHC class I binding data. The peptide sequence is YVIKVSARR. The MHC is Patr-B0101 with pseudo-sequence Patr-B0101. The binding affinity (normalized) is 0.